From a dataset of Reaction yield outcomes from USPTO patents with 853,638 reactions. Predict the reaction yield, written as a fraction of the theoretical maximum amount of product (1.0 means a 100% yield; for example, 0.34 means a 34% yield). (1) The reactants are [CH3:1][O:2][C:3]1[CH:4]=[CH:5][C:6]([N+:12]([O-:14])=[O:13])=[C:7]([CH:11]=1)[C:8](O)=[O:9].O=S(Cl)Cl.[BH4-].[Na+]. The catalyst is C1COCC1.CN(C=O)C. The product is [CH3:1][O:2][C:3]1[CH:4]=[CH:5][C:6]([N+:12]([O-:14])=[O:13])=[C:7]([CH2:8][OH:9])[CH:11]=1. The yield is 0.660. (2) The reactants are [C:1]1([CH3:10])[CH:6]=[CH:5][C:4]([S@@:7]([NH2:9])=[O:8])=[CH:3][CH:2]=1.[CH3:11][C@H:12]([C@H:15]([CH3:19])[CH2:16][CH2:17][CH3:18])[CH:13]=O. The catalyst is C1COCC1.[Cl-].[Na+].O.[O-]CC.[Ti+4].[O-]CC.[O-]CC.[O-]CC. The product is [CH3:11][C@H:12]([C@H:15]([CH3:19])[CH2:16][CH2:17][CH3:18])[CH:13]=[N:9][S:7]([C:4]1[CH:5]=[CH:6][C:1]([CH3:10])=[CH:2][CH:3]=1)=[O:8]. The yield is 0.516. (3) The reactants are [OH:1][C:2]1[CH:3]=[C:4]2[C:9](=[CH:10][CH:11]=1)[CH2:8][N:7]([C:12]([O:14][C:15]([CH3:18])([CH3:17])[CH3:16])=[O:13])[CH:6]([C:19]([O:21][CH3:22])=[O:20])[CH2:5]2.[Cl:23][C:24]1[CH:25]=[C:26](Br)[CH:27]=[CH:28][CH:29]=1.CC(C)(C(=O)CC(=O)C(C)(C)C)C.C([O-])([O-])=O.[Cs+].[Cs+]. The catalyst is CN1C(=O)CCC1.CC(OC)(C)C.Cl[Cu]. The product is [Cl:23][C:24]1[CH:29]=[C:28]([CH:27]=[CH:26][CH:25]=1)[O:1][C:2]1[CH:3]=[C:4]2[C:9](=[CH:10][CH:11]=1)[CH2:8][N:7]([C:12]([O:14][C:15]([CH3:16])([CH3:17])[CH3:18])=[O:13])[CH:6]([C:19]([O:21][CH3:22])=[O:20])[CH2:5]2. The yield is 0.500. (4) The reactants are [Br:1][C:2]1[CH:10]=[C:9]2[C:5]([CH:6]=[CH:7][NH:8]2)=[CH:4][CH:3]=1.N#N.[H-].[Na+].[CH:15]([Si:18](Cl)([CH:22]([CH3:24])[CH3:23])[CH:19]([CH3:21])[CH3:20])([CH3:17])[CH3:16]. The catalyst is C1COCC1. The product is [Br:1][C:2]1[CH:10]=[C:9]2[C:5]([CH:6]=[CH:7][N:8]2[Si:18]([CH:22]([CH3:24])[CH3:23])([CH:19]([CH3:21])[CH3:20])[CH:15]([CH3:17])[CH3:16])=[CH:4][CH:3]=1. The yield is 0.685.